Dataset: Full USPTO retrosynthesis dataset with 1.9M reactions from patents (1976-2016). Task: Predict the reactants needed to synthesize the given product. (1) The reactants are: [C:1]([O:4][C:5]1[CH:22]=[CH:21][C:20]2[C@@H:19]3[C@H:10]([C@H:11]4[C@@:15]([CH2:17][CH2:18]3)([CH3:16])[C:14](=[O:23])[CH2:13][CH2:12]4)[CH2:9][CH2:8][C:7]=2[CH:6]=1)(=[O:3])[CH3:2].N1C=CC=CC=1.[F:30][C:31]([F:44])([F:43])[S:32](O[S:32]([C:31]([F:44])([F:43])[F:30])(=[O:34])=[O:33])(=[O:34])=[O:33].O. Given the product [F:30][C:31]([F:44])([F:43])[S:32]([O:23][C:14]1[C@:15]2([CH2:17][CH2:18][C@H:19]3[C@@H:10]([CH2:9][CH2:8][C:7]4[CH:6]=[C:5]([O:4][C:1](=[O:3])[CH3:2])[CH:22]=[CH:21][C:20]=43)[C@@H:11]2[CH2:12][CH:13]=1)[CH3:16])(=[O:34])=[O:33], predict the reactants needed to synthesize it. (2) Given the product [Cl:39][C:37]1[N:38]=[C:33]([NH2:34])[N:32]=[C:18]([N:3]2[CH:2]([CH3:1])[CH2:11][C:10]3[C:5](=[CH:6][C:7]([C:12]4[CH:13]=[N:14][N:15]([CH3:17])[CH:16]=4)=[CH:8][CH:9]=3)[CH2:4]2)[CH:36]=1, predict the reactants needed to synthesize it. The reactants are: [CH3:1][CH:2]1[CH2:11][C:10]2[C:5](=[CH:6][C:7]([C:12]3[CH:13]=[N:14][N:15]([CH3:17])[CH:16]=3)=[CH:8][CH:9]=2)[CH2:4][N:3]1[C:18](OC(C)(C)C)=O.Cl.O1CCOCC1.[NH2:32][C:33]1[N:38]=[C:37]([Cl:39])[CH:36]=C(Cl)[N:34]=1.C(N(CC)C(C)C)(C)C. (3) Given the product [ClH:21].[Cl:21][C:19]1[CH:20]=[C:15]([CH2:14][O:1][NH2:2])[CH:16]=[C:17]([Cl:22])[N:18]=1, predict the reactants needed to synthesize it. The reactants are: [OH:1][N:2]1C(=O)C2=CC=CC=C2C1=O.Br[CH2:14][C:15]1[CH:20]=[C:19]([Cl:21])[N:18]=[C:17]([Cl:22])[CH:16]=1. (4) Given the product [Cl:1][C:2]1[CH:7]=[CH:6][CH:5]=[CH:4][C:3]=1[C:8]1[CH:17]=[C:16]([CH2:18][N:19]2[CH2:24][CH2:23][NH:22][CH2:21][CH:20]2[CH3:32])[CH:15]=[C:14]2[C:9]=1[CH2:10][NH:11][C:12](=[O:41])[N:13]2[C:33]1[C:34]([Cl:40])=[CH:35][CH:36]=[CH:37][C:38]=1[Cl:39], predict the reactants needed to synthesize it. The reactants are: [Cl:1][C:2]1[CH:7]=[CH:6][CH:5]=[CH:4][C:3]=1[C:8]1[CH:17]=[C:16]([CH2:18][N:19]2[CH2:24][CH2:23][N:22](C(OC(C)(C)C)=O)[CH2:21][CH:20]2[CH3:32])[CH:15]=[C:14]2[C:9]=1[CH2:10][NH:11][C:12](=[O:41])[N:13]2[C:33]1[C:38]([Cl:39])=[CH:37][CH:36]=[CH:35][C:34]=1[Cl:40].FC(F)(F)C(O)=O. (5) Given the product [OH:1][C:2]12[CH:11]3[CH2:12][C:13]4[C:18]5[C:7]1([CH2:8][CH2:9][N:10]3[CH3:22])[C:6]([CH2:23][OH:24])([O:19][C:17]=5[C:16]([O:20][CH3:21])=[CH:15][CH:14]=4)[C:5](=[O:25])[CH2:4][CH2:3]2, predict the reactants needed to synthesize it. The reactants are: [OH:1][C:2]12[CH:11]3[CH2:12][C:13]4[C:18]5[C:7]1([CH2:8][CH2:9][N:10]3[CH3:22])[C:6]([CH2:23][OH:24])([O:19][C:17]=5[C:16]([O:20][CH3:21])=[CH:15][CH:14]=4)[C:5](=[O:25])[CH:4]=[CH:3]2. (6) The reactants are: [C:1]1([C:7]2[N:8]=[CH:9][C:10]3[O:11][CH2:12][CH2:13][NH:14][C:15]=3[N:16]=2)[CH:6]=[CH:5][CH:4]=[CH:3][CH:2]=1.C[Si]([N-][Si](C)(C)C)(C)C.[Li+].[F:27][C:28]1[N:33]=[C:32](F)[CH:31]=[CH:30][N:29]=1. Given the product [F:27][C:28]1[N:33]=[C:32]([N:14]2[CH2:13][CH2:12][O:11][C:10]3[CH:9]=[N:8][C:7]([C:1]4[CH:2]=[CH:3][CH:4]=[CH:5][CH:6]=4)=[N:16][C:15]2=3)[CH:31]=[CH:30][N:29]=1, predict the reactants needed to synthesize it.